Dataset: Reaction yield outcomes from USPTO patents with 853,638 reactions. Task: Predict the reaction yield, written as a fraction of the theoretical maximum amount of product (1.0 means a 100% yield; for example, 0.34 means a 34% yield). The reactants are [OH:1][C:2]1[CH:9]=[CH:8][C:5]([CH:6]=[O:7])=[CH:4][CH:3]=1.C([O-])([O-])=O.[K+].[K+].Br[CH:17]([OH:19])[CH3:18].O. The catalyst is CN(C=O)C. The product is [OH:19][CH2:17][CH2:18][O:1][C:2]1[CH:9]=[CH:8][C:5]([CH:6]=[O:7])=[CH:4][CH:3]=1. The yield is 0.800.